From a dataset of Catalyst prediction with 721,799 reactions and 888 catalyst types from USPTO. Predict which catalyst facilitates the given reaction. (1) The catalyst class is: 11. Reactant: [Cl:1][C:2]1[CH:3]=[N:4][CH:5]=[C:6]([Cl:27])[C:7]=1[NH:8][C:9]1[NH:10][C:11]2[C:17]3[CH2:18][C:19]([CH3:22])([CH3:21])[O:20][C:16]=3[C:15]([C:23]([O:25]C)=O)=[CH:14][C:12]=2[N:13]=1.[F:28][C:29]1[CH:35]=[C:34]([F:36])[CH:33]=[CH:32][C:30]=1[NH2:31].C[Al](C)C. Product: [Cl:1][C:2]1[CH:3]=[N:4][CH:5]=[C:6]([Cl:27])[C:7]=1[NH:8][C:9]1[NH:10][C:11]2[C:17]3[CH2:18][C:19]([CH3:21])([CH3:22])[O:20][C:16]=3[C:15]([C:23]([NH:31][C:30]3[CH:32]=[CH:33][C:34]([F:36])=[CH:35][C:29]=3[F:28])=[O:25])=[CH:14][C:12]=2[N:13]=1. (2) Reactant: Cl[O-].[Na+].C(N(CC)CC)C.[Br:11][C:12]1[CH:20]=[CH:19][C:15](/[CH:16]=[N:17]/[OH:18])=[C:14]([O:21][CH2:22][C:23]#[C:24][C:25]2[C:29]([C:30]([F:33])([F:32])[F:31])=[C:28]([C:34]3[CH:39]=[CH:38][CH:37]=[CH:36][CH:35]=3)[O:27][N:26]=2)[CH:13]=1. Product: [Br:11][C:12]1[CH:20]=[CH:19][C:15]2[C:16]3=[N:17][O:18][C:24]([C:25]4[C:29]([C:30]([F:33])([F:31])[F:32])=[C:28]([C:34]5[CH:39]=[CH:38][CH:37]=[CH:36][CH:35]=5)[O:27][N:26]=4)=[C:23]3[CH2:22][O:21][C:14]=2[CH:13]=1. The catalyst class is: 4. (3) Reactant: OP(O)(O)=O.[Br:6][C:7]1[CH:8]=[N:9][C:10]([O:16][C:17]2[CH:22]=[CH:21][C:20]([I:23])=[CH:19][CH:18]=2)=[C:11]([CH:15]=1)[C:12]([OH:14])=O. Product: [Br:6][C:7]1[CH:15]=[C:11]2[C:12](=[O:14])[C:22]3[C:17](=[CH:18][CH:19]=[C:20]([I:23])[CH:21]=3)[O:16][C:10]2=[N:9][CH:8]=1. The catalyst class is: 6. (4) Reactant: O1CCOCC1.Cl[C:8]1[CH:13]=[C:12]([CH:14]([S:23][C:24]2[CH:29]=[CH:28][C:27]([Cl:30])=[CH:26][CH:25]=2)[C:15]2[CH:20]=[C:19]([F:21])[CH:18]=[CH:17][C:16]=2[F:22])[C:11]([Cl:31])=[CH:10][N:9]=1.[NH2:32][CH2:33][C:34]1[CH:39]=[CH:38][N:37]=[CH:36][CH:35]=1. Product: [Cl:31][C:11]1[C:12]([CH:14]([S:23][C:24]2[CH:25]=[CH:26][C:27]([Cl:30])=[CH:28][CH:29]=2)[C:15]2[CH:20]=[C:19]([F:21])[CH:18]=[CH:17][C:16]=2[F:22])=[CH:13][C:8]([NH:32][CH2:33][C:34]2[CH:39]=[CH:38][N:37]=[CH:36][CH:35]=2)=[N:9][CH:10]=1. The catalyst class is: 81. (5) Reactant: FC(F)(F)S(O[C:7]1[CH:12]=[CH:11][C:10]([C:13]([C:24]2[CH:29]=[CH:28][C:27]([F:30])=[CH:26][CH:25]=2)=[C:14]2[CH2:19][C:18]([CH3:21])([CH3:20])[CH2:17][C:16]([CH3:23])([CH3:22])[CH2:15]2)=[CH:9][CH:8]=1)(=O)=O.C([O-])([O-])=O.[Na+].[Na+].[O:39]1[CH:43]=[CH:42][C:41](B(O)O)=[CH:40]1. Product: [F:30][C:27]1[CH:28]=[CH:29][C:24]([C:13](=[C:14]2[CH2:15][C:16]([CH3:22])([CH3:23])[CH2:17][C:18]([CH3:20])([CH3:21])[CH2:19]2)[C:10]2[CH:11]=[CH:12][C:7]([C:41]3[CH:42]=[CH:43][O:39][CH:40]=3)=[CH:8][CH:9]=2)=[CH:25][CH:26]=1. The catalyst class is: 1. (6) Reactant: C(OC(=O)[NH:10][C:11]1([CH2:14][NH:15][C:16]([O:18][C:19]([CH3:22])([CH3:21])[CH3:20])=[O:17])[CH2:13][CH2:12]1)C1C=CC=CC=1. Product: [NH2:10][C:11]1([CH2:14][NH:15][C:16](=[O:17])[O:18][C:19]([CH3:21])([CH3:20])[CH3:22])[CH2:13][CH2:12]1. The catalyst class is: 19. (7) Reactant: [C:1]([C:4]1[CH:5]=[CH:6][C:7]([C:10]2[CH:11]=[C:12]3[C:29](=[CH:30][CH:31]=2)[O:28][C:15]2([CH2:20][CH2:19][N:18](C(OC(C)(C)C)=O)[CH2:17][CH2:16]2)[CH2:14][C:13]3=[O:32])=[N:8][CH:9]=1)(=[O:3])[NH2:2].[ClH:33].CCOCC. Product: [ClH:33].[ClH:33].[O:32]=[C:13]1[C:12]2[C:29](=[CH:30][CH:31]=[C:10]([C:7]3[CH:6]=[CH:5][C:4]([C:1]([NH2:2])=[O:3])=[CH:9][N:8]=3)[CH:11]=2)[O:28][C:15]2([CH2:20][CH2:19][NH:18][CH2:17][CH2:16]2)[CH2:14]1. The catalyst class is: 12. (8) Reactant: Cl[C:2]1[C:11]([N+:12]([O-:14])=[O:13])=[CH:10][CH:9]=[CH:8][C:3]=1[C:4]([O:6][CH3:7])=[O:5].B(O)O.[C:18]([O-:21])([O-])=O.[Na+].[Na+].[CH2:24]1[CH2:28]O[CH2:26][CH2:25]1. Product: [CH3:7][O:6][C:4](=[O:5])[C:3]1[CH:8]=[CH:9][CH:10]=[C:11]([N+:12]([O-:14])=[O:13])[C:2]=1[C:24]1[CH:28]=[CH:11][C:2]2[CH2:3][CH:8]([O:21][CH3:18])[CH2:9][CH2:10][C:26]=2[CH:25]=1. The catalyst class is: 73. (9) Reactant: N[C:2]1[CH:11]=[CH:10][CH:9]=[C:8]2[C:3]=1[CH:4]=[CH:5][CH:6]=[N:7]2.N([O-])=O.[Na+].[OH-].[Na+].[BrH:18]. Product: [Br:18][C:2]1[CH:11]=[CH:10][CH:9]=[C:8]2[C:3]=1[CH:4]=[CH:5][CH:6]=[N:7]2. The catalyst class is: 6.